From a dataset of Catalyst prediction with 721,799 reactions and 888 catalyst types from USPTO. Predict which catalyst facilitates the given reaction. (1) Reactant: [NH2:1][CH2:2][CH2:3][N:4]1[CH:8]=[C:7]([N:9]2[C:17]3[C:12](=[CH:13][CH:14]=[C:15]([Cl:19])[C:16]=3[F:18])[C:11]([S:20][C:21]3[C:22]([F:32])=[C:23]([CH:29]=[CH:30][CH:31]=3)[C:24]([O:26][CH2:27][CH3:28])=[O:25])=[C:10]2[CH:33]2[CH2:35][CH2:34]2)[CH:6]=[N:5]1.CCN(CC)CC.ClC(Cl)(OC(=O)OC(Cl)(Cl)Cl)Cl.[N-:55]=[C:56]=[O:57].N. The catalyst class is: 20. Product: [Cl:19][C:15]1[C:16]([F:18])=[C:17]2[C:12]([C:11]([S:20][C:21]3[C:22]([F:32])=[C:23]([CH:29]=[CH:30][CH:31]=3)[C:24]([O:26][CH2:27][CH3:28])=[O:25])=[C:10]([CH:33]3[CH2:35][CH2:34]3)[N:9]2[C:7]2[CH:6]=[N:5][N:4]([CH2:3][CH2:2][NH:1][C:56]([NH2:55])=[O:57])[CH:8]=2)=[CH:13][CH:14]=1. (2) Reactant: Cl[C:2]1[C:11]2=[N:12][N:13](CC3C=CC(OC)=CC=3)[CH:14]=[C:10]2[C:9]2[CH:8]=[C:7]([O:24][CH3:25])[CH:6]=[CH:5][C:4]=2[N:3]=1.[CH3:26][N:27]1[CH2:36][CH2:35][C:34]2[N:33]=[CH:32][C:31]([NH2:37])=[CH:30][C:29]=2[CH2:28]1.Cl. Product: [CH3:25][O:24][C:7]1[CH:6]=[CH:5][C:4]2[N:3]=[C:2]([NH:37][C:31]3[CH:32]=[N:33][C:34]4[CH2:35][CH2:36][N:27]([CH3:26])[CH2:28][C:29]=4[CH:30]=3)[C:11]3=[N:12][NH:13][CH:14]=[C:10]3[C:9]=2[CH:8]=1. The catalyst class is: 71. (3) Reactant: Br[C:2]1[CH:7]=[CH:6][C:5]([C@@H:8]([C:16]2[CH:21]=[CH:20][C:19]([F:22])=[CH:18][CH:17]=2)[NH:9][S@@:10]([C:12](C)([CH3:14])[CH3:13])=[O:11])=[CH:4][CH:3]=1.[CH3:23][PH:24]([O-])([O-:28])[O:25][CH2:26][CH3:27].CCN(CC)CC. Product: [F:22][C:19]1[CH:20]=[CH:21][C:16]([C@@H:8]([NH:9][S@@:10]([CH:12]([CH3:13])[CH3:14])=[O:11])[C:5]2[CH:6]=[CH:7][C:2]([P:24]([CH3:23])(=[O:28])[O:25][CH2:26][CH3:27])=[CH:3][CH:4]=2)=[CH:17][CH:18]=1. The catalyst class is: 450. (4) Reactant: [NH2:1][CH:2]([C:23]1[CH:28]=[CH:27][CH:26]=[CH:25][CH:24]=1)[C:3]([N:5]([C:15]1[CH:20]=[CH:19][C:18]([CH3:21])=[C:17]([CH3:22])[CH:16]=1)[CH2:6][CH2:7][C:8]1[CH:13]=[CH:12][C:11]([CH3:14])=[CH:10][CH:9]=1)=[O:4].CCN(CC)CC.[CH3:36][C:37](OC(C)=O)=[O:38]. Product: [C:37]([NH:1][C@@H:2]([C:23]1[CH:28]=[CH:27][CH:26]=[CH:25][CH:24]=1)[C:3]([N:5]([C:15]1[CH:20]=[CH:19][C:18]([CH3:21])=[C:17]([CH3:22])[CH:16]=1)[CH2:6][CH2:7][C:8]1[CH:9]=[CH:10][C:11]([CH3:14])=[CH:12][CH:13]=1)=[O:4])(=[O:38])[CH3:36]. The catalyst class is: 2. (5) Reactant: [O:1]=[S:2]1(=[O:24])[CH2:7][CH2:6][N:5]([C:8]2[C:13]([F:14])=[CH:12][C:11]([NH:15]C(=O)OCC(C)C)=[CH:10][C:9]=2[F:23])[CH2:4][CH2:3]1.[CH3:25][C:26]([CH3:29])([O-:28])[CH3:27].[Li+:30].CO.[C:33]([O:36][C@H:37]([CH2:43]Cl)[CH2:38][NH:39][C:40](=[O:42])[CH3:41])(=[O:35])C.C(O)(=O)C. Product: [CH3:25][C:26]([CH3:29])([O-:28])[CH3:27].[Li+:30].[O:24]=[S:2]1(=[O:1])[CH2:7][CH2:6][N:5]([C:8]2[C:13]([F:14])=[CH:12][C:11]([N:15]3[CH2:43][C@H:37]([CH2:38][NH:39][C:40](=[O:42])[CH3:41])[O:36][C:33]3=[O:35])=[CH:10][C:9]=2[F:23])[CH2:4][CH2:3]1. The catalyst class is: 20. (6) Reactant: CC(C)([O-])C.[K+].[C:7]([O:11][C:12](=[O:23])[NH:13][CH2:14][CH2:15][C:16]1[CH:21]=[CH:20][C:19]([OH:22])=[CH:18][CH:17]=1)([CH3:10])([CH3:9])[CH3:8].O1CCCC1.Cl[C:30]1[CH:38]=[CH:37][C:33]([C:34]([NH2:36])=[O:35])=[CH:32][N:31]=1. Product: [C:7]([O:11][C:12](=[O:23])[NH:13][CH2:14][CH2:15][C:16]1[CH:21]=[CH:20][C:19]([O:22][C:30]2[CH:38]=[CH:37][C:33]([C:34](=[O:35])[NH2:36])=[CH:32][N:31]=2)=[CH:18][CH:17]=1)([CH3:10])([CH3:8])[CH3:9]. The catalyst class is: 170.